Task: Predict the product of the given reaction.. Dataset: Forward reaction prediction with 1.9M reactions from USPTO patents (1976-2016) (1) Given the reactants [OH:1][C@H](CCCCC)CC(SCCNC(=O)CCNC(=O)[C@H](O)C(C)(C)COP(O)(=O)OP(O)(=O)OC[C@H]1O[C@@H](N2C3N=CN=C(N)C=3N=C2)[C@H](O)[C@@H]1OP(O)(O)=O)=O.[OH:59][C@H:60]([CH2:112][CH2:113][C:114]1[CH:119]=[CH:118][CH:117]=[CH:116][CH:115]=1)[CH2:61][C:62](SCCNC(=O)CCNC(=O)[C@H](O)C(C)(C)COP(O)(=O)OP(O)(=O)OC[C@H]1O[C@@H](N2C3N=CN=C(N)C=3N=C2)[C@H](O)[C@@H]1OP(O)(O)=O)=[O:63], predict the reaction product. The product is: [OH:59][CH:60]([CH2:112][CH2:113][C:114]1[CH:119]=[CH:118][CH:117]=[CH:116][CH:115]=1)[CH2:61][C:62]([OH:63])=[O:1]. (2) Given the reactants [CH3:1][C:2]([CH3:13])([CH2:7][CH2:8][C:9]([O:11]C)=[O:10])[C:3]([O:5][CH3:6])=[O:4].C(=O)([O-])[O-].[K+].[K+], predict the reaction product. The product is: [CH3:6][O:5][C:3](=[O:4])[C:2]([CH3:1])([CH3:13])[CH2:7][CH2:8][C:9]([OH:11])=[O:10]. (3) Given the reactants [Cl:1][C:2]1[CH:7]=[CH:6][C:5]([C:8]2([CH:11]=O)[CH2:10][CH2:9]2)=[CH:4][CH:3]=1.[C:13]([O:17][C:18]([N:20]1[C@@H:24]([CH2:25]S(C2SC3C=CC=CC=3N=2)(=O)=O)[CH2:23][O:22][C:21]1([CH3:39])[CH3:38])=[O:19])([CH3:16])([CH3:15])[CH3:14].[Li+].C[Si]([N-][Si](C)(C)C)(C)C, predict the reaction product. The product is: [C:13]([O:17][C:18]([N:20]1[C@@H:24](/[CH:25]=[CH:11]\[C:8]2([C:5]3[CH:4]=[CH:3][C:2]([Cl:1])=[CH:7][CH:6]=3)[CH2:9][CH2:10]2)[CH2:23][O:22][C:21]1([CH3:38])[CH3:39])=[O:19])([CH3:16])([CH3:14])[CH3:15].